Dataset: Reaction yield outcomes from USPTO patents with 853,638 reactions. Task: Predict the reaction yield, written as a fraction of the theoretical maximum amount of product (1.0 means a 100% yield; for example, 0.34 means a 34% yield). (1) The catalyst is C(O)(=O)C. The yield is 0.890. The reactants are [O:1]1[C:5]2[CH:6]=[CH:7][C:8]([C:10]3([C:13]([NH:15][C:16]4[CH:17]=[C:18]5[C:22](=[CH:23][CH:24]=4)[NH:21][C:20]([C:25]([CH3:28])([CH3:27])[CH3:26])=[CH:19]5)=[O:14])[CH2:12][CH2:11]3)=[CH:9][C:4]=2[O:3][CH2:2]1.[BH3-]C#N.[Na+]. The product is [O:1]1[C:5]2[CH:6]=[CH:7][C:8]([C:10]3([C:13]([NH:15][C:16]4[CH:17]=[C:18]5[C:22](=[CH:23][CH:24]=4)[NH:21][CH:20]([C:25]([CH3:28])([CH3:27])[CH3:26])[CH2:19]5)=[O:14])[CH2:12][CH2:11]3)=[CH:9][C:4]=2[O:3][CH2:2]1. (2) The reactants are Cl[C:2]1[C:7]([F:8])=[C:6](Cl)[N:5]=[C:4]([CH3:10])[N:3]=1.[S:11]1[CH:15]=[CH:14][N:13]=[C:12]1[CH2:16][NH2:17].C(N(CC)CC)C.[NH2:25][NH2:26]. The catalyst is CS(C)=O. The product is [F:8][C:7]1[C:2]([NH:25][NH2:26])=[N:3][C:4]([CH3:10])=[N:5][C:6]=1[NH:17][CH2:16][C:12]1[S:11][CH:15]=[CH:14][N:13]=1. The yield is 0.380. (3) The reactants are [C:1]([O:5][C:6](=[O:30])[CH2:7][C@@H:8]([C:15](N1[C@H](C)[C@H](C2C=CC=CC=2)OC1=O)=[O:16])[CH2:9][C@H:10]([CH3:14])[CH2:11][CH2:12][CH3:13])([CH3:4])([CH3:3])[CH3:2].[Li+].[OH-].OO.S(=O)(O)[O-:36].[Na+].S([O-])([O-])=O.[Na+].[Na+]. The catalyst is O.C1COCC1.CCOCC.CCCCCC. The product is [C:1]([O:5][C:6](=[O:30])[CH2:7][C@H:8]([CH2:9][C@H:10]([CH3:14])[CH2:11][CH2:12][CH3:13])[C:15]([OH:16])=[O:36])([CH3:2])([CH3:3])[CH3:4]. The yield is 0.930.